Regression. Given two drug SMILES strings and cell line genomic features, predict the synergy score measuring deviation from expected non-interaction effect. From a dataset of Merck oncology drug combination screen with 23,052 pairs across 39 cell lines. (1) Drug 1: Cn1c(=O)n(-c2ccc(C(C)(C)C#N)cc2)c2c3cc(-c4cnc5ccccc5c4)ccc3ncc21. Drug 2: NC1CCCCC1N.O=C(O)C(=O)O.[Pt+2]. Cell line: UACC62. Synergy scores: synergy=12.8. (2) Drug 1: CCN(CC)CCNC(=O)c1c(C)[nH]c(C=C2C(=O)Nc3ccc(F)cc32)c1C. Drug 2: CCC1(O)C(=O)OCc2c1cc1n(c2=O)Cc2cc3c(CN(C)C)c(O)ccc3nc2-1. Cell line: KPL1. Synergy scores: synergy=16.2. (3) Drug 1: O=C(CCCCCCC(=O)Nc1ccccc1)NO. Drug 2: CC(C)CC(NC(=O)C(Cc1ccccc1)NC(=O)c1cnccn1)B(O)O. Cell line: OCUBM. Synergy scores: synergy=-11.7.